This data is from Aqueous solubility values for 9,982 compounds from the AqSolDB database. The task is: Regression/Classification. Given a drug SMILES string, predict its absorption, distribution, metabolism, or excretion properties. Task type varies by dataset: regression for continuous measurements (e.g., permeability, clearance, half-life) or binary classification for categorical outcomes (e.g., BBB penetration, CYP inhibition). For this dataset (solubility_aqsoldb), we predict Y. (1) The compound is CC(=O)[O-].CC(=O)[O-].[Hg+2]. The Y is -0.105 log mol/L. (2) The drug is O=C(O)c1c(Cl)ccc2cc(Cl)cnc12. The Y is -3.57 log mol/L. (3) The drug is CN(C)c1ccc2nc3ccc(N(C)C)cc3[s+]c2c1.[Cl-]. The Y is -0.866 log mol/L.